The task is: Predict the reaction yield, written as a fraction of the theoretical maximum amount of product (1.0 means a 100% yield; for example, 0.34 means a 34% yield).. This data is from Reaction yield outcomes from USPTO patents with 853,638 reactions. (1) The reactants are [O:1]1[C:9]2[C:4](=[N:5][CH:6]=[CH:7][CH:8]=2)[NH:3][C:2]1=[O:10].[Br:11]N1C(=O)CCC1=O. The catalyst is C(#N)C.C(O)(=O)C. The product is [Br:11][C:7]1[CH:8]=[C:9]2[O:1][C:2](=[O:10])[NH:3][C:4]2=[N:5][CH:6]=1. The yield is 0.550. (2) The catalyst is C(Cl)Cl. The reactants are [I:1][C:2]1[CH:3]=[N:4][N:5]([CH3:10])[C:6]=1[C:7]([NH2:9])=O.N1C(C)=CC=CC=1C.FC(F)(F)C(OC(=O)C(F)(F)F)=O.C(=O)(O)[O-].[Na+]. The product is [I:1][C:2]1[CH:3]=[N:4][N:5]([CH3:10])[C:6]=1[C:7]#[N:9]. The yield is 0.950. (3) The reactants are C([N:8](CC1C=CC=CC=1)[C@H:9]1[CH2:14][CH2:13][C@@H:12]([CH2:15][O:16][CH2:17][CH2:18][CH:19]2[CH2:24][CH2:23][CH2:22][CH2:21][NH:20]2)[CH2:11][CH2:10]1)C1C=CC=CC=1. The catalyst is C(O)C.[OH-].[Pd+2].[OH-]. The product is [NH:20]1[CH2:21][CH2:22][CH2:23][CH2:24][CH:19]1[CH2:18][CH2:17][O:16][CH2:15][C@@H:12]1[CH2:11][CH2:10][C@H:9]([NH2:8])[CH2:14][CH2:13]1. The yield is 1.00.